From a dataset of Full USPTO retrosynthesis dataset with 1.9M reactions from patents (1976-2016). Predict the reactants needed to synthesize the given product. (1) Given the product [CH3:15][O:14][N:13]=[C:11]1[CH2:10][C@@H:9]([C:16]2[N:35]([CH3:34])[C:36]3[CH:41]=[CH:40][CH:39]=[CH:38][C:37]=3[N:42]=2)[N:8]([C:6]([C:31]2[CH:30]=[CH:29][C:28]([C:19]3[CH:20]=[CH:21][CH:22]=[CH:23][CH:24]=3)=[CH:33][CH:32]=2)=[O:7])[CH2:12]1, predict the reactants needed to synthesize it. The reactants are: C(O[C:6]([N:8]1[CH2:12][C:11](=[N:13][O:14][CH3:15])[CH2:10][C@H:9]1[C:16](O)=O)=[O:7])(C)(C)C.[C:19]1([C:28]2[CH:33]=[CH:32][CH:31]=[CH:30][CH:29]=2)[CH:24]=[CH:23][C:22](C(Cl)=O)=[CH:21][CH:20]=1.[CH3:34][NH:35][C:36]1[C:37]([NH2:42])=[CH:38][CH:39]=[CH:40][CH:41]=1. (2) The reactants are: [Cl:1][C:2]1[CH:3]=[C:4]([C@@H:12]([CH2:16][C@H:17]2[CH2:21][CH2:20][C:19](=[O:22])[CH2:18]2)[C:13](O)=[O:14])[CH:5]=[CH:6][C:7]=1[S:8]([CH3:11])(=[O:10])=[O:9].C(Cl)(=O)C([Cl:26])=O. Given the product [Cl:1][C:2]1[CH:3]=[C:4]([C@@H:12]([CH2:16][C@H:17]2[CH2:21][CH2:20][C:19](=[O:22])[CH2:18]2)[C:13]([Cl:26])=[O:14])[CH:5]=[CH:6][C:7]=1[S:8]([CH3:11])(=[O:10])=[O:9], predict the reactants needed to synthesize it. (3) Given the product [OH:4][C:5]1[CH:12]=[CH:11][C:8]([C:9](=[S:2])[NH2:10])=[CH:7][CH:6]=1, predict the reactants needed to synthesize it. The reactants are: O.[SH2:2].[Na].[OH:4][C:5]1[CH:12]=[CH:11][C:8]([C:9]#[N:10])=[CH:7][CH:6]=1.[Cl-].[NH4+].Cl. (4) Given the product [C:23]([O:26][C:27](=[O:28])[NH:2][CH2:3][C:4]12[CH2:5][CH:6]3[CH2:12][CH:10]([CH2:9][CH:8]([CH:7]3[OH:14])[CH2:13]1)[CH2:11]2)([CH3:25])([CH3:24])[CH3:22], predict the reactants needed to synthesize it. The reactants are: Cl.[NH2:2][CH2:3][C:4]12[CH2:13][CH:8]3[CH2:9][CH:10]([CH2:12][CH:6]([CH:7]3[OH:14])[CH2:5]1)[CH2:11]2.C(N(CC)CC)C.[CH3:22][C:23]([O:26][C:27](O[C:27]([O:26][C:23]([CH3:25])([CH3:24])[CH3:22])=[O:28])=[O:28])([CH3:25])[CH3:24]. (5) Given the product [Cl:47][C:22]1[CH:23]=[C:24]([CH:41]=[C:42]([C:43]([F:46])([F:45])[F:44])[C:21]=1[CH2:20][N:16]1[CH2:17][CH2:18][CH2:19][C@H:14]([NH:13][CH2:7][CH:8]([F:10])[F:9])[CH2:15]1)[C:25]([NH:27][CH2:28][C:29]1[CH:34]=[C:33]([Cl:35])[CH:32]=[CH:31][C:30]=1[S:36]([CH2:39][CH3:40])(=[O:38])=[O:37])=[O:26], predict the reactants needed to synthesize it. The reactants are: FC(F)(F)S(O[CH2:7][CH:8]([F:10])[F:9])(=O)=O.[NH2:13][C@H:14]1[CH2:19][CH2:18][CH2:17][N:16]([CH2:20][C:21]2[C:42]([C:43]([F:46])([F:45])[F:44])=[CH:41][C:24]([C:25]([NH:27][CH2:28][C:29]3[CH:34]=[C:33]([Cl:35])[CH:32]=[CH:31][C:30]=3[S:36]([CH2:39][CH3:40])(=[O:38])=[O:37])=[O:26])=[CH:23][C:22]=2[Cl:47])[CH2:15]1.CCN(C(C)C)C(C)C.O. (6) Given the product [Br:1][C:2]1[N:6]=[C:5]([C:7]2[CH:12]=[CH:11][CH:10]=[C:9]([O:13][C:14]([F:17])([F:16])[F:15])[CH:8]=2)[N:4]([CH3:18])[C:3]=1[CH:19]=[O:20], predict the reactants needed to synthesize it. The reactants are: [Br:1][C:2]1[N:6]=[C:5]([C:7]2[CH:12]=[CH:11][CH:10]=[C:9]([O:13][C:14]([F:17])([F:16])[F:15])[CH:8]=2)[N:4]([CH3:18])[C:3]=1[CH2:19][OH:20]. (7) The reactants are: [NH2:1][C:2]1[N:7]=[C:6]([C:8]2[O:9][CH:10]=[CH:11][CH:12]=2)[C:5]([C:13]#[N:14])=[C:4](S(C)=O)[N:3]=1.[Br:18][C:19]1[CH:26]=[CH:25][CH:24]=[CH:23][C:20]=1[CH2:21][NH2:22]. Given the product [NH2:1][C:2]1[N:3]=[C:4]([NH:22][CH2:21][C:20]2[CH:23]=[CH:24][CH:25]=[CH:26][C:19]=2[Br:18])[C:5]([C:13]#[N:14])=[C:6]([C:8]2[O:9][CH:10]=[CH:11][CH:12]=2)[N:7]=1, predict the reactants needed to synthesize it. (8) Given the product [CH3:8][C:7]1[CH:6]=[CH:5][N:4]=[CH:3][C:2]=1[C:15]#[C:14][Si:16]([CH3:19])([CH3:18])[CH3:17], predict the reactants needed to synthesize it. The reactants are: Br[C:2]1[CH:3]=[N:4][CH:5]=[CH:6][C:7]=1[CH3:8].CN(C=O)C.[C:14]([Si:16]([CH3:19])([CH3:18])[CH3:17])#[CH:15].C(N(CC)CC)C. (9) Given the product [NH2:17][C:3]1[C:2]([F:1])=[C:9]([O:10][CH2:11][CH2:12][O:13][CH3:14])[C:8]([O:15][CH3:16])=[CH:7][C:4]=1[C:5]#[N:6], predict the reactants needed to synthesize it. The reactants are: [F:1][C:2]1[C:3]([N+:17]([O-])=O)=[C:4]([CH:7]=[C:8]([O:15][CH3:16])[C:9]=1[O:10][CH2:11][CH2:12][O:13][CH3:14])[C:5]#[N:6].S(S([O-])=O)([O-])=O.[Na+].[Na+].CCOC(C)=O. (10) Given the product [NH2:1][C:2]1[C:3]([Cl:12])=[C:4]([CH:8]=[CH:9][C:10]=1[Cl:11])[CH2:5][NH2:7], predict the reactants needed to synthesize it. The reactants are: [NH2:1][C:2]1[C:3]([Cl:12])=[C:4]([CH:8]=[CH:9][C:10]=1[Cl:11])[C:5]([NH2:7])=O.[H-].[H-].[H-].[H-].[Li+].[Al+3].